Dataset: Full USPTO retrosynthesis dataset with 1.9M reactions from patents (1976-2016). Task: Predict the reactants needed to synthesize the given product. Given the product [NH2:29][C:30]1[C:35]([C:36]#[N:37])=[CH:34][CH:33]=[C:32]([NH:38][CH2:39][CH2:40][NH:41][C:3]2[N:8]3[N:9]=[C:10]([CH:12]4[CH2:13][CH2:14][N:15]([CH3:18])[CH2:16][CH2:17]4)[N:11]=[C:7]3[CH:6]=[C:5]([C:19]3[CH:24]=[CH:23][C:22]([Cl:25])=[CH:21][C:20]=3[Cl:26])[N:4]=2)[N:31]=1, predict the reactants needed to synthesize it. The reactants are: Cl.Cl[C:3]1[N:8]2[N:9]=[C:10]([CH:12]3[CH2:17][CH2:16][N:15]([CH3:18])[CH2:14][CH2:13]3)[N:11]=[C:7]2[CH:6]=[C:5]([C:19]2[CH:24]=[CH:23][C:22]([Cl:25])=[CH:21][C:20]=2[Cl:26])[N:4]=1.Cl.Cl.[NH2:29][C:30]1[C:35]([C:36]#[N:37])=[CH:34][CH:33]=[C:32]([NH:38][CH2:39][CH2:40][NH2:41])[N:31]=1.C(N(CC)C(C)C)(C)C.